Regression/Classification. Given a drug SMILES string, predict its toxicity properties. Task type varies by dataset: regression for continuous values (e.g., LD50, hERG inhibition percentage) or binary classification for toxic/non-toxic outcomes (e.g., AMES mutagenicity, cardiotoxicity, hepatotoxicity). Dataset: herg_karim. From a dataset of hERG potassium channel inhibition data for cardiac toxicity prediction from Karim et al.. (1) The compound is CNCCCN1CCCc2cc(NC(=N)c3cccs3)ccc21. The result is 0 (non-blocker). (2) The drug is O=C(O)CC1CCC(c2ccc(NC(=O)c3nnc(Nc4ccc(F)c(F)c4)o3)cc2)CC1. The result is 0 (non-blocker). (3) The molecule is O=C(NC[C@H]1CCN(C(=O)CCCCC(c2ccc(F)cc2)c2ccc(F)cc2)C1)c1cc(C(F)(F)F)cc(C(F)(F)F)c1. The result is 1 (blocker). (4) The result is 1 (blocker). The compound is CCN(CC)C(=O)c1ccc(C2=CC3(CCNCC3)Oc3ccccc32)cc1F. (5) The compound is O=C(NCCN1CCOCC1)c1ccc(Cl)cc1. The result is 0 (non-blocker).